From a dataset of Reaction yield outcomes from USPTO patents with 853,638 reactions. Predict the reaction yield, written as a fraction of the theoretical maximum amount of product (1.0 means a 100% yield; for example, 0.34 means a 34% yield). The reactants are C([O:3][C:4](=[O:37])[C:5]([CH3:36])([O:7][C:8]1[CH:13]=[CH:12][C:11]([O:14][CH:15]([C:19]2[S:23][C:22]([C:24]3[CH:29]=[CH:28][C:27]([C:30]([F:33])([F:32])[F:31])=[CH:26][CH:25]=3)=[N:21][C:20]=2[CH3:34])[CH2:16][CH2:17][CH3:18])=[CH:10][C:9]=1[CH3:35])[CH3:6])C.[OH-].[Na+].Cl. The catalyst is C1COCC1.C(O)C. The product is [CH3:6][C:5]([O:7][C:8]1[CH:13]=[CH:12][C:11]([O:14][CH:15]([C:19]2[S:23][C:22]([C:24]3[CH:25]=[CH:26][C:27]([C:30]([F:33])([F:31])[F:32])=[CH:28][CH:29]=3)=[N:21][C:20]=2[CH3:34])[CH2:16][CH2:17][CH3:18])=[CH:10][C:9]=1[CH3:35])([CH3:36])[C:4]([OH:37])=[O:3]. The yield is 0.400.